From a dataset of Reaction yield outcomes from USPTO patents with 853,638 reactions. Predict the reaction yield, written as a fraction of the theoretical maximum amount of product (1.0 means a 100% yield; for example, 0.34 means a 34% yield). (1) The reactants are [OH:1][CH2:2][CH2:3][CH2:4][CH2:5][CH2:6][CH2:7][CH2:8][CH2:9][CH2:10][CH2:11][O:12][C:13]1[CH:18]=[CH:17][N:16]=[C:15]([CH2:19]O)[C:14]=1[CH3:21].S(Cl)([Cl:24])=O.C(=O)([O-])[O-].[Na+].[Na+]. The catalyst is ClCCl. The product is [OH:1][CH2:2][CH2:3][CH2:4][CH2:5][CH2:6][CH2:7][CH2:8][CH2:9][CH2:10][CH2:11][O:12][C:13]1[CH:18]=[CH:17][N:16]=[C:15]([CH2:19][Cl:24])[C:14]=1[CH3:21]. The yield is 0.964. (2) The reactants are [C:1]1([C:7]2[N:11]3[N:12]=[C:13]([O:16]C)[CH:14]=[CH:15][C:10]3=[N:9][C:8]=2[C:18]2[CH:23]=[CH:22][C:21]([C:24]3([NH:28]C(=O)OC(C)(C)C)[CH2:27][CH2:26][CH2:25]3)=[CH:20][CH:19]=2)[CH:6]=[CH:5][CH:4]=[CH:3][CH:2]=1.[S-2].[Na+].[Na+].Cl.C(=O)(O)[O-].[Na+]. The catalyst is CN1CCCC1=O. The product is [NH2:28][C:24]1([C:21]2[CH:20]=[CH:19][C:18]([C:8]3[N:9]=[C:10]4[CH:15]=[CH:14][C:13]([OH:16])=[N:12][N:11]4[C:7]=3[C:1]3[CH:6]=[CH:5][CH:4]=[CH:3][CH:2]=3)=[CH:23][CH:22]=2)[CH2:27][CH2:26][CH2:25]1. The yield is 0.530. (3) The reactants are [C:1](O)(=O)[CH3:2].C(N1C=CN=C1)(N1C=CN=C1)=O.[CH2:17]([O:24][C:25](=[O:37])[NH:26][C:27]([C:33](=[NH:36])[NH:34][OH:35])([CH3:32])[CH2:28][CH:29]1[CH2:31][CH2:30]1)[C:18]1[CH:23]=[CH:22][CH:21]=[CH:20][CH:19]=1. The catalyst is CN(C=O)C. The product is [CH2:17]([O:24][C:25](=[O:37])[NH:26][C:27]([CH3:32])([C:33]1[N:36]=[C:1]([CH3:2])[O:35][N:34]=1)[CH2:28][CH:29]1[CH2:31][CH2:30]1)[C:18]1[CH:19]=[CH:20][CH:21]=[CH:22][CH:23]=1. The yield is 0.780. (4) The yield is 0.800. The product is [CH:1]1([C:7]2[N:12]3[N:13]=[CH:14][C:15]([C:16]#[N:17])=[C:11]3[N:10]=[CH:9][C:8]=2[C:18]2[CH:19]=[CH:20][C:21]([O:24][CH2:36][C:35]3[CH:38]=[CH:39][CH:40]=[C:33]([C:32]([F:31])([F:41])[F:42])[CH:34]=3)=[CH:22][CH:23]=2)[CH2:2][CH2:3][CH2:4][CH2:5][CH2:6]1. The catalyst is CN(C)C=O.O. The reactants are [CH:1]1([C:7]2[N:12]3[N:13]=[CH:14][C:15]([C:16]#[N:17])=[C:11]3[N:10]=[CH:9][C:8]=2[C:18]2[CH:23]=[CH:22][C:21]([OH:24])=[CH:20][CH:19]=2)[CH2:6][CH2:5][CH2:4][CH2:3][CH2:2]1.C(=O)([O-])[O-].[Cs+].[Cs+].[F:31][C:32]([F:42])([F:41])[C:33]1[CH:34]=[C:35]([CH:38]=[CH:39][CH:40]=1)[CH2:36]Br. (5) The reactants are [CH2:1]([CH:8]1[CH:11](O)[CH:10]([CH2:13][C:14]2[CH:19]=CC=CC=2)N1)[C:2]1[CH:7]=[CH:6][CH:5]=[CH:4][CH:3]=1.[CH3:20][S:21](Cl)(=[O:23])=[O:22].C([N:27]([CH2:30][CH3:31])[CH2:28]C)C.C1C[O:35]CC1. No catalyst specified. The product is [CH3:20][S:21]([O:23][CH:31]1[CH2:28][N:27]([CH:1]([C:2]2[CH:3]=[CH:4][CH:5]=[CH:6][CH:7]=2)[C:8]2[CH:11]=[CH:10][CH:13]=[CH:14][CH:19]=2)[CH2:30]1)(=[O:35])=[O:22]. The yield is 0.920.